Dataset: Full USPTO retrosynthesis dataset with 1.9M reactions from patents (1976-2016). Task: Predict the reactants needed to synthesize the given product. (1) Given the product [F:1][C:2]1[CH:3]=[CH:4][C:5]([CH2:6][C:7]2[CH:16]=[C:15]3[C:10]([C:11]([OH:31])=[C:12]([C:26]([NH:34][CH:35]([CH2:36][OH:37])[CH:38]([CH3:40])[CH3:39])=[O:27])[C:13](=[O:25])[N:14]3[CH2:17][CH2:18][N:19]3[CH2:23][CH2:22][CH2:21][C:20]3=[O:24])=[N:9][CH:8]=2)=[CH:32][CH:33]=1, predict the reactants needed to synthesize it. The reactants are: [F:1][C:2]1[CH:33]=[CH:32][C:5]([CH2:6][C:7]2[CH:16]=[C:15]3[C:10]([C:11]([OH:31])=[C:12]([C:26](OCC)=[O:27])[C:13](=[O:25])[N:14]3[CH2:17][CH2:18][N:19]3[CH2:23][CH2:22][CH2:21][C:20]3=[O:24])=[N:9][CH:8]=2)=[CH:4][CH:3]=1.[NH2:34][CH:35]([CH:38]([CH3:40])[CH3:39])[CH2:36][OH:37]. (2) Given the product [C:3]([C:5]1[C:10]([C:11]2[N:15]([S:48]([C:44]3[CH:43]=[N:42][CH:47]=[CH:46][CH:45]=3)(=[O:50])=[O:49])[CH:14]=[C:13]([CH2:16][N:17]([CH3:25])[C:18](=[O:24])[O:19][C:20]([CH3:22])([CH3:23])[CH3:21])[C:12]=2[F:26])=[CH:9][CH:8]=[CH:7][N:6]=1)#[N:4], predict the reactants needed to synthesize it. The reactants are: [H-].[Na+].[C:3]([C:5]1[C:10]([C:11]2[NH:15][CH:14]=[C:13]([CH2:16][N:17]([CH3:25])[C:18](=[O:24])[O:19][C:20]([CH3:23])([CH3:22])[CH3:21])[C:12]=2[F:26])=[CH:9][CH:8]=[CH:7][N:6]=1)#[N:4].C1OCCOCCOCCOCCOC1.[N:42]1[CH:47]=[CH:46][CH:45]=[C:44]([S:48](Cl)(=[O:50])=[O:49])[CH:43]=1.